Dataset: Forward reaction prediction with 1.9M reactions from USPTO patents (1976-2016). Task: Predict the product of the given reaction. (1) Given the reactants Br[C:2]1[CH:7]=[C:6]([N:8]2[CH2:12][CH2:11][C@:10]([CH:15]3[CH2:17][CH2:16]3)([C:13]#[N:14])[C:9]2=[O:18])[CH:5]=[CH:4][N:3]=1.[NH2:19][C:20]1[CH:25]=[CH:24][CH:23]=[CH:22][N:21]=1.C(=O)([O-])[O-].[Cs+].[Cs+].C1(P(C2CCCCC2)C2C(OC)=CC=C(OC)C=2C2C(C(C)C)=CC(C(C)C)=CC=2C(C)C)CCCCC1.CC(O)(CC)C, predict the reaction product. The product is: [CH:15]1([C@:10]2([C:13]#[N:14])[CH2:11][CH2:12][N:8]([C:6]3[CH:5]=[CH:4][N:3]=[C:2]([NH:19][C:20]4[CH:25]=[CH:24][CH:23]=[CH:22][N:21]=4)[CH:7]=3)[C:9]2=[O:18])[CH2:17][CH2:16]1. (2) Given the reactants [C:1]([O:5][C:6]([N:8]1[CH2:11][CH:10]([CH2:12][O:13][C:14]2[C:22]([CH:23]3[CH2:25][CH2:24]3)=[CH:21][C:17]([C:18](O)=[O:19])=[C:16]([F:26])[CH:15]=2)[CH2:9]1)=[O:7])([CH3:4])([CH3:3])[CH3:2].[CH3:27][S:28]([NH2:31])(=[O:30])=[O:29], predict the reaction product. The product is: [CH:23]1([C:22]2[CH:21]=[C:17]([C:18](=[O:19])[NH:31][S:28]([CH3:27])(=[O:30])=[O:29])[C:16]([F:26])=[CH:15][C:14]=2[O:13][CH2:12][CH:10]2[CH2:11][N:8]([C:6]([O:5][C:1]([CH3:4])([CH3:3])[CH3:2])=[O:7])[CH2:9]2)[CH2:25][CH2:24]1.